From a dataset of Reaction yield outcomes from USPTO patents with 853,638 reactions. Predict the reaction yield, written as a fraction of the theoretical maximum amount of product (1.0 means a 100% yield; for example, 0.34 means a 34% yield). (1) The reactants are [F:1][C:2]1[CH:7]=[CH:6][C:5]([OH:8])=[C:4]([N+:9]([O-])=O)[CH:3]=1. The catalyst is CO.[C].[Pd]. The product is [NH2:9][C:4]1[CH:3]=[C:2]([F:1])[CH:7]=[CH:6][C:5]=1[OH:8]. The yield is 1.00. (2) The yield is 0.640. The reactants are [CH3:1][O:2][C:3]1[CH:12]=[C:11]2[C:6]([CH:7]=[CH:8][C:9](=[O:47])[N:10]2[CH2:13][CH:14]([NH:34]S(C2C=CC=CC=2[N+]([O-])=O)(=O)=O)[C@H:15]2[CH2:20][CH2:19][C@H:18]([NH:21][CH2:22][C:23]3[CH:24]=[CH:25][C:26]4[O:27][CH2:28][C:29](=[O:33])[NH:30][C:31]=4[N:32]=3)[CH2:17][CH2:16]2)=[N:5][CH:4]=1.C1(S)C=CC=CC=1.C(=O)([O-])[O-].[K+].[K+]. No catalyst specified. The product is [NH2:34][CH:14]([C@H:15]1[CH2:20][CH2:19][C@H:18]([NH:21][CH2:22][C:23]2[CH:24]=[CH:25][C:26]3[O:27][CH2:28][C:29](=[O:33])[NH:30][C:31]=3[N:32]=2)[CH2:17][CH2:16]1)[CH2:13][N:10]1[C:11]2[C:6](=[N:5][CH:4]=[C:3]([O:2][CH3:1])[CH:12]=2)[CH:7]=[CH:8][C:9]1=[O:47].